Dataset: Forward reaction prediction with 1.9M reactions from USPTO patents (1976-2016). Task: Predict the product of the given reaction. (1) Given the reactants FC1C=C(C[C@H](C2C([C:34]3[CH:35]=[CH:36][C:37]([F:43])=[C:38]([CH:42]=3)[C:39]([NH2:41])=[O:40])=CN=C(NCCOC)N=2)NC(=O)CN2C3CCCCC=3C(C(F)(F)F)=N2)C=C(F)C=1.Br[C:50]1[C:51]([C@@H:66]([NH:76][C:77](=[O:95])[CH2:78][N:79]2[C:87]3[C:86]([F:89])([F:88])[CH2:85][CH2:84][C:83]([F:91])([F:90])[C:82]=3[C:81]([CH:92]([F:94])[F:93])=[N:80]2)[CH2:67][C:68]2[CH:73]=[C:72]([F:74])[CH:71]=[C:70]([F:75])[CH:69]=2)=[N:52][C:53]([N:56]2[CH2:65][CH2:64][C:59]3([O:63][CH2:62][CH2:61][O:60]3)[CH2:58][CH2:57]2)=[N:54][CH:55]=1, predict the reaction product. The product is: [F:94][CH:92]([F:93])[C:81]1[C:82]2[C:83]([F:91])([F:90])[CH2:84][CH2:85][C:86]([F:88])([F:89])[C:87]=2[N:79]([CH2:78][C:77]([NH:76][C@H:66]([C:51]2[C:50]([C:34]3[CH:35]=[CH:36][C:37]([F:43])=[C:38]([CH:42]=3)[C:39]([NH2:41])=[O:40])=[CH:55][N:54]=[C:53]([N:56]3[CH2:57][CH2:58][C:59]4([O:63][CH2:62][CH2:61][O:60]4)[CH2:64][CH2:65]3)[N:52]=2)[CH2:67][C:68]2[CH:69]=[C:70]([F:75])[CH:71]=[C:72]([F:74])[CH:73]=2)=[O:95])[N:80]=1. (2) Given the reactants Br[C:2]1[CH:7]=[CH:6][CH:5]=[CH:4][N:3]=1.[CH2:8]([C:12]1[O:13][C:14]2[C:20]([C:21]#[N:22])=[CH:19][CH:18]=[CH:17][C:15]=2[N:16]=1)[CH2:9][C:10]#[CH:11], predict the reaction product. The product is: [N:3]1[CH:4]=[CH:5][CH:6]=[CH:7][C:2]=1[C:11]#[C:10][CH2:9][CH2:8][C:12]1[O:13][C:14]2[C:20]([C:21]#[N:22])=[CH:19][CH:18]=[CH:17][C:15]=2[N:16]=1.